This data is from Forward reaction prediction with 1.9M reactions from USPTO patents (1976-2016). The task is: Predict the product of the given reaction. (1) The product is: [CH2:9]([CH:16]1[CH2:21][CH2:20][N:19]([C:2]2[CH:7]=[C:6]([Cl:8])[N:5]=[CH:4][N:3]=2)[CH2:18][CH2:17]1)[C:10]1[CH:15]=[CH:14][CH:13]=[CH:12][CH:11]=1. Given the reactants Cl[C:2]1[CH:7]=[C:6]([Cl:8])[N:5]=[CH:4][N:3]=1.[CH2:9]([CH:16]1[CH2:21][CH2:20][NH:19][CH2:18][CH2:17]1)[C:10]1[CH:15]=[CH:14][CH:13]=[CH:12][CH:11]=1.C(=O)([O-])[O-].[K+].[K+], predict the reaction product. (2) Given the reactants Br[CH2:2][CH2:3][O:4][C:5]1[CH:10]=[CH:9][C:8]([C:11]2[C:15]3[CH:16]=[CH:17][C:18]([F:20])=[CH:19][C:14]=3[O:13][N:12]=2)=[CH:7][CH:6]=1.C(=O)([O-])[O-].[K+].[K+].[2H][C:28]1([2H])[C:33]([2H])([2H])[C:32]([2H])([2H])[N:31]([2H])[C:30]([2H])([2H])[C:29]1([2H])[2H].C(#N)C, predict the reaction product. The product is: [F:20][C:18]1[CH:17]=[CH:16][C:15]2[C:11]([C:8]3[CH:9]=[CH:10][C:5]([O:4][CH2:3][CH2:2][N:31]4[CH2:32][CH2:33][CH2:28][CH2:29][CH2:30]4)=[CH:6][CH:7]=3)=[N:12][O:13][C:14]=2[CH:19]=1. (3) Given the reactants [O:1]=[C:2]1[C:10](=[C:11]2[C:19]3[C:14](=[CH:15][C:16]([CH2:20][CH2:21][CH:22]=O)=[CH:17][CH:18]=3)[CH2:13][O:12]2)[C:9]2[C:4](=[CH:5][CH:6]=[CH:7][CH:8]=2)[NH:3]1.[NH:24]1[CH2:32][CH2:31][CH:27]([C:28]([OH:30])=[O:29])[CH2:26][CH2:25]1.C([BH3-])#N.[Na+].C([O-])(O)=O.[Na+], predict the reaction product. The product is: [O:1]=[C:2]1[C:10](=[C:11]2[C:19]3[C:14](=[CH:15][C:16]([CH2:20][CH2:21][CH2:22][N:24]4[CH2:32][CH2:31][CH:27]([C:28]([OH:30])=[O:29])[CH2:26][CH2:25]4)=[CH:17][CH:18]=3)[CH2:13][O:12]2)[C:9]2[C:4](=[CH:5][CH:6]=[CH:7][CH:8]=2)[NH:3]1. (4) Given the reactants OC(C(F)(F)F)=O.[S:8](=[N:11][CH2:12][C:13]([OH:15])=O)(=[O:10])=[O:9].ON1[C:21]2[N:22]=[CH:23][CH:24]=C[C:20]=2N=N1.Cl.CN(C)CCCN=C=NCC, predict the reaction product. The product is: [CH2:21]([N:22]1[CH2:23][CH2:24][S:8](=[O:10])(=[O:9])[NH:11][CH2:12][C:13]1=[O:15])[CH3:20]. (5) Given the reactants [Cl:1][C:2]1[CH:7]=[C:6](B2OC(C)(C)C(C)(C)O2)[CH:5]=[CH:4][C:3]=1[CH2:17][C:18]([O:20][CH3:21])=[O:19].Br[C:23]1[N:24]=[C:25]([CH3:28])[S:26][CH:27]=1, predict the reaction product. The product is: [Cl:1][C:2]1[CH:7]=[C:6]([C:23]2[N:24]=[C:25]([CH3:28])[S:26][CH:27]=2)[CH:5]=[CH:4][C:3]=1[CH2:17][C:18]([O:20][CH3:21])=[O:19]. (6) Given the reactants [OH-].[Na+].C[O:4][C:5](=[O:40])[CH:6]([N:13]([C:20]1[CH:25]=[CH:24][C:23]([C:26]2[CH:31]=[CH:30][CH:29]=[CH:28][C:27]=2[S:32](=[O:39])(=[O:38])[NH:33][C:34]([CH3:37])([CH3:36])[CH3:35])=[CH:22][CH:21]=1)C(=O)C(F)(F)F)[C:7]1[CH:12]=[CH:11][CH:10]=[CH:9][CH:8]=1, predict the reaction product. The product is: [C:34]([NH:33][S:32]([C:27]1[CH:28]=[CH:29][CH:30]=[CH:31][C:26]=1[C:23]1[CH:24]=[CH:25][C:20]([NH:13][CH:6]([C:7]2[CH:12]=[CH:11][CH:10]=[CH:9][CH:8]=2)[C:5]([OH:40])=[O:4])=[CH:21][CH:22]=1)(=[O:39])=[O:38])([CH3:37])([CH3:35])[CH3:36].